From a dataset of Catalyst prediction with 721,799 reactions and 888 catalyst types from USPTO. Predict which catalyst facilitates the given reaction. (1) Reactant: [CH2:1]1[C:10]2[C:5]3=[C:6]([CH2:13][CH2:14][CH2:15][N:4]3[CH2:3][CH2:2]1)[CH:7]=[C:8]([CH:11]=O)[CH:9]=2.[C:16]([C:18]1[C:19](=[C:26]([C:29]#[N:30])[C:27]#[N:28])[O:20][C:21]([CH3:25])([CH3:24])[C:22]=1[CH3:23])#[N:17].C(O)(=O)C. Product: [C:16]([C:18]1[C:19](=[C:26]([C:27]#[N:28])[C:29]#[N:30])[O:20][C:21]([CH3:24])([CH3:25])[C:22]=1[CH:23]=[CH:11][C:8]1[CH:9]=[C:10]2[C:5]3=[C:6]([CH2:13][CH2:14][CH2:15][N:4]3[CH2:3][CH2:2][CH2:1]2)[CH:7]=1)#[N:17]. The catalyst class is: 17. (2) Reactant: [C:1]([O:5][C:6]([N:8]1[CH2:13][CH2:12][CH:11]([C:14]([OH:16])=O)[CH2:10][CH2:9]1)=[O:7])([CH3:4])([CH3:3])[CH3:2].C(N(CC)CC)C.CN(C(ON1N=NC2C=CC=CC1=2)=[N+](C)C)C.F[P-](F)(F)(F)(F)F.[CH3:48][N:49]1[CH2:54][CH2:53][NH:52][CH2:51][CH2:50]1. Product: [C:1]([O:5][C:6]([N:8]1[CH2:9][CH2:10][CH:11]([C:14]([N:52]2[CH2:53][CH2:54][N:49]([CH3:48])[CH2:50][CH2:51]2)=[O:16])[CH2:12][CH2:13]1)=[O:7])([CH3:2])([CH3:3])[CH3:4]. The catalyst class is: 9.